This data is from Peptide-MHC class I binding affinity with 185,985 pairs from IEDB/IMGT. The task is: Regression. Given a peptide amino acid sequence and an MHC pseudo amino acid sequence, predict their binding affinity value. This is MHC class I binding data. (1) The peptide sequence is ELPVKTDIV. The MHC is HLA-A02:02 with pseudo-sequence HLA-A02:02. The binding affinity (normalized) is 0.0719. (2) The peptide sequence is LKEKSSLRY. The MHC is HLA-B46:01 with pseudo-sequence HLA-B46:01. The binding affinity (normalized) is 0.0847. (3) The binding affinity (normalized) is 0.472. The peptide sequence is KFTTSLSLHK. The MHC is HLA-A68:01 with pseudo-sequence HLA-A68:01.